Task: Regression. Given a peptide amino acid sequence and an MHC pseudo amino acid sequence, predict their binding affinity value. This is MHC class II binding data.. Dataset: Peptide-MHC class II binding affinity with 134,281 pairs from IEDB (1) The peptide sequence is QHRDVLQLYAPEAFNYMDKF. The MHC is DRB1_0401 with pseudo-sequence DRB1_0401. The binding affinity (normalized) is 0.574. (2) The peptide sequence is WNRQLYPEWTLAQRLD. The MHC is DRB1_0401 with pseudo-sequence DRB1_0401. The binding affinity (normalized) is 0.576. (3) The peptide sequence is MLEKTKEDLFGKKNL. The MHC is DRB1_0901 with pseudo-sequence DRB1_0901. The binding affinity (normalized) is 0.162.